Dataset: Catalyst prediction with 721,799 reactions and 888 catalyst types from USPTO. Task: Predict which catalyst facilitates the given reaction. (1) Reactant: [OH:1][C:2]1[C:11]2[C:6](=[CH:7][CH:8]=[C:9]([O:12][CH3:13])[CH:10]=2)[N:5]=[CH:4][C:3]=1C(O)=O.CCCCC. Product: [OH:1][C:2]1[C:11]2[C:6](=[CH:7][CH:8]=[C:9]([O:12][CH3:13])[CH:10]=2)[N:5]=[CH:4][CH:3]=1. The catalyst class is: 400. (2) Reactant: Br[C:2]1[CH:3]=[CH:4][C:5]2[N:6]([CH:8]=[C:9]([C:11]3[CH:16]=[CH:15][C:14]([F:17])=[CH:13][CH:12]=3)[N:10]=2)[CH:7]=1.[NH:18]1[CH2:23][CH2:22][O:21][CH2:20][CH2:19]1.CC(C)([O-])C.[Na+].C1C=CC(P(C2C(C3C(P(C4C=CC=CC=4)C4C=CC=CC=4)=CC=C4C=3C=CC=C4)=C3C(C=CC=C3)=CC=2)C2C=CC=CC=2)=CC=1. Product: [F:17][C:14]1[CH:15]=[CH:16][C:11]([C:9]2[N:10]=[C:5]3[CH:4]=[CH:3][C:2]([N:18]4[CH2:23][CH2:22][O:21][CH2:20][CH2:19]4)=[CH:7][N:6]3[CH:8]=2)=[CH:12][CH:13]=1. The catalyst class is: 101. (3) Reactant: [CH3:1][O:2][C:3]1[C:24]2[O:23][C:10]3[C:11](=[O:22])[N:12]([C@@H:14]([CH2:18][CH:19]([CH3:21])[CH3:20])[C:15](O)=[O:16])[CH2:13][C:9]=3[CH2:8][C:7]=2[C:6]([O:25][CH3:26])=[CH:5][CH:4]=1.[NH2:27][C:28]1[S:29][CH:30]=[CH:31][N:32]=1.ON1[C:38]2C=CC=[CH:42][C:37]=2N=N1. Product: [CH:19]1([CH2:18][C@H:14]([N:12]2[CH2:13][C:9]3[CH2:8][C:7]4[C:6]([O:25][CH3:26])=[CH:5][CH:4]=[C:3]([O:2][CH3:1])[C:24]=4[O:23][C:10]=3[C:11]2=[O:22])[C:15]([NH:27][C:28]2[S:29][CH:30]=[CH:31][N:32]=2)=[O:16])[CH2:20][CH2:42][CH2:37][CH2:38][CH2:21]1. The catalyst class is: 34. (4) Reactant: [NH2:1][C:2](=[O:16])[CH:3]([CH3:15])[O:4][C:5]1[C:9]([Br:10])=[CH:8][S:7][C:6]=1[C:11]([O:13]C)=[O:12].CO.C(=O)([O-])[O-].[K+].[K+]. Product: [NH2:1][C:2](=[O:16])[CH:3]([CH3:15])[O:4][C:5]1[C:9]([Br:10])=[CH:8][S:7][C:6]=1[C:11]([OH:13])=[O:12]. The catalyst class is: 6. (5) Reactant: [C:1]([OH:9])(=[O:8])[CH:2]([CH2:4][C:5]([OH:7])=[O:6])[OH:3]. Product: [C:1]([OH:9])(=[O:8])[CH:2]([CH2:4][C:5]([OH:7])=[O:6])[OH:3].[C:1]([O-:9])(=[O:8])[CH:2]([CH2:4][C:5]([O-:7])=[O:6])[OH:3]. The catalyst class is: 6. (6) Reactant: [CH3:1][O:2][C:3]1[CH:8]=[CH:7][C:6]([CH2:9][CH2:10][CH2:11][OH:12])=[CH:5][CH:4]=1.[Cr](Cl)([O-])(=O)=O.[NH+]1C=CC=CC=1. Product: [CH3:1][O:2][C:3]1[CH:8]=[CH:7][C:6]([CH2:9][CH2:10][CH:11]=[O:12])=[CH:5][CH:4]=1. The catalyst class is: 2. (7) Reactant: [NH:1]1[C:5]2=[N:6][CH:7]=[CH:8][CH:9]=[C:4]2[C:3]([C:10]([C:12]2[CH:13]=[C:14]([CH:17]=[CH:18][CH:19]=2)[CH:15]=O)=[O:11])=[CH:2]1.[C:20]([CH2:22][C:23]([NH2:25])=[O:24])#[N:21].N1CCCCC1. Product: [NH:1]1[C:5]2=[N:6][CH:7]=[CH:8][CH:9]=[C:4]2[C:3]([C:10]([C:12]2[CH:13]=[C:14]([CH:15]=[C:22]([C:20]#[N:21])[C:23]([NH2:25])=[O:24])[CH:17]=[CH:18][CH:19]=2)=[O:11])=[CH:2]1. The catalyst class is: 1.